This data is from Peptide-MHC class I binding affinity with 185,985 pairs from IEDB/IMGT. The task is: Regression. Given a peptide amino acid sequence and an MHC pseudo amino acid sequence, predict their binding affinity value. This is MHC class I binding data. (1) The peptide sequence is FSVPLDKDF. The MHC is HLA-B58:01 with pseudo-sequence HLA-B58:01. The binding affinity (normalized) is 0.0847. (2) The peptide sequence is GALSRRYPH. The MHC is HLA-A02:12 with pseudo-sequence HLA-A02:12. The binding affinity (normalized) is 0.0847. (3) The peptide sequence is IIYERDFSY. The MHC is HLA-A31:01 with pseudo-sequence HLA-A31:01. The binding affinity (normalized) is 0.0847. (4) The peptide sequence is NLLVQYGAK. The MHC is HLA-A33:01 with pseudo-sequence HLA-A33:01. The binding affinity (normalized) is 0.0745. (5) The peptide sequence is IRKPKTFGW. The MHC is Mamu-B17 with pseudo-sequence Mamu-B17. The binding affinity (normalized) is 0.739. (6) The peptide sequence is LPFHRWHTMV. The MHC is HLA-B53:01 with pseudo-sequence HLA-B53:01. The binding affinity (normalized) is 0.0911. (7) The peptide sequence is AMEKSSKYY. The MHC is HLA-A02:01 with pseudo-sequence HLA-A02:01. The binding affinity (normalized) is 0. (8) The peptide sequence is TQWSLFFFV. The MHC is HLA-A02:01 with pseudo-sequence HLA-A02:01. The binding affinity (normalized) is 1.00. (9) The peptide sequence is LFCASDAKAY. The MHC is HLA-A68:02 with pseudo-sequence HLA-A68:02. The binding affinity (normalized) is 0.0108. (10) The peptide sequence is VQLVESGGGL. The MHC is HLA-A68:02 with pseudo-sequence HLA-A68:02. The binding affinity (normalized) is 0.